This data is from Forward reaction prediction with 1.9M reactions from USPTO patents (1976-2016). The task is: Predict the product of the given reaction. (1) Given the reactants [Br:1][C:2]1[CH:3]=[N:4][N:5]2[C:10](Cl)=[CH:9][C:8]([C:12]3[CH:17]=[CH:16][CH:15]=[CH:14][C:13]=3[Cl:18])=[N:7][C:6]=12.[C:19]([O:23][C:24]([N:26]1[CH2:31][CH2:30][CH:29]([CH2:32][NH2:33])[CH2:28][CH2:27]1)=[O:25])([CH3:22])([CH3:21])[CH3:20].C(N(C(C)C)CC)(C)C, predict the reaction product. The product is: [C:19]([O:23][C:24]([N:26]1[CH2:31][CH2:30][CH:29]([CH2:32][NH:33][C:10]2[N:5]3[N:4]=[CH:3][C:2]([Br:1])=[C:6]3[N:7]=[C:8]([C:12]3[CH:17]=[CH:16][CH:15]=[CH:14][C:13]=3[Cl:18])[CH:9]=2)[CH2:28][CH2:27]1)=[O:25])([CH3:22])([CH3:21])[CH3:20]. (2) Given the reactants C(OC(=O)[NH:7][C:8]1[CH:13]=[CH:12][C:11]([S:14](=[O:43])(=[O:42])[NH:15][C:16](=[O:41])[CH:17]=[CH:18][C:19]2[CH:24]=[CH:23][C:22]([C:25]([C:35]3[CH:40]=[CH:39][CH:38]=[CH:37][CH:36]=3)=[C:26]([C:29]3[CH:34]=[CH:33][CH:32]=[CH:31][CH:30]=3)[CH2:27][CH3:28])=[CH:21][CH:20]=2)=[CH:10][CH:9]=1)(C)(C)C.FC(F)(F)C(O)=O, predict the reaction product. The product is: [NH2:7][C:8]1[CH:13]=[CH:12][C:11]([S:14]([NH:15][C:16](=[O:41])[CH:17]=[CH:18][C:19]2[CH:24]=[CH:23][C:22]([C:25]([C:35]3[CH:40]=[CH:39][CH:38]=[CH:37][CH:36]=3)=[C:26]([C:29]3[CH:30]=[CH:31][CH:32]=[CH:33][CH:34]=3)[CH2:27][CH3:28])=[CH:21][CH:20]=2)(=[O:43])=[O:42])=[CH:10][CH:9]=1. (3) Given the reactants [NH2:1][CH:2]([C:11]1[C:16]([O:17][CH3:18])=[CH:15][CH:14]=[CH:13][C:12]=1[O:19][CH3:20])[CH2:3][CH2:4][CH2:5][CH2:6][C:7]([O:9]C)=O.[S:21]1[CH:25]=[C:24]([C:26]2[CH:27]=[C:28]([CH:31]=[CH:32][CH:33]=2)[CH:29]=O)[N:23]=[CH:22]1, predict the reaction product. The product is: [CH3:20][O:19][C:12]1[CH:13]=[CH:14][CH:15]=[C:16]([O:17][CH3:18])[C:11]=1[CH:2]1[N:1]([CH2:29][C:28]2[CH:31]=[CH:32][CH:33]=[C:26]([C:24]3[N:23]=[CH:22][S:21][CH:25]=3)[CH:27]=2)[C:7](=[O:9])[CH2:6][CH2:5][CH2:4][CH2:3]1. (4) Given the reactants [C:1]([C:3]1[C:4]([CH3:28])=[C:5]([C@H:11]2[O:16][CH2:15][C@@H:14]3[CH2:17][N:18]([C:21]([O:23][C:24]([CH3:27])([CH3:26])[CH3:25])=[O:22])[CH2:19][CH2:20][N:13]3[CH2:12]2)[CH:6]=[C:7](I)[C:8]=1[F:9])#[N:2].[C:29]([O-])([O-])=O.[Cs+].[Cs+].N#N.C1(C)C=CC=CC=1.O, predict the reaction product. The product is: [C:1]([C:3]1[C:4]([CH3:28])=[C:5]([C@H:11]2[O:16][CH2:15][C@@H:14]3[CH2:17][N:18]([C:21]([O:23][C:24]([CH3:27])([CH3:26])[CH3:25])=[O:22])[CH2:19][CH2:20][N:13]3[CH2:12]2)[CH:6]=[C:7]([CH3:29])[C:8]=1[F:9])#[N:2]. (5) Given the reactants [C:1]([C:3]1[N:4]=[C:5]([C:21]([OH:23])=O)[C:6]2[C:11]([C:12]=1[C:13]1[CH:18]=[CH:17][CH:16]=[CH:15][N:14]=1)=[CH:10][C:9]([O:19][CH3:20])=[CH:8][CH:7]=2)#[N:2].[Cl-].[O:25]1[CH2:29][CH2:28][CH:27]([NH3+:30])[CH2:26]1.C(Cl)CCl.C1C=NC2N(O)N=NC=2C=1.CCN(C(C)C)C(C)C, predict the reaction product. The product is: [C:1]([C:3]1[N:4]=[C:5]([C:21]([NH:30][CH:27]2[CH2:28][CH2:29][O:25][CH2:26]2)=[O:23])[C:6]2[C:11]([C:12]=1[C:13]1[CH:18]=[CH:17][CH:16]=[CH:15][N:14]=1)=[CH:10][C:9]([O:19][CH3:20])=[CH:8][CH:7]=2)#[N:2]. (6) Given the reactants [CH2:1]([O:3][C:4]1[CH:13]=[C:12]2[C:7]([CH:8]=[CH:9][C:10]([C:14]3[N:18]4[CH:19]=[C:20]([C@@H:23]([N:28]5[CH2:32][CH2:31][C@H:30]([NH:33]C(=O)OC(C)(C)C)[CH2:29]5)[C:24]([F:27])([F:26])[F:25])[CH:21]=[CH:22][C:17]4=[N:16][N:15]=3)=[N:11]2)=[CH:6][C:5]=1[F:41])[CH3:2], predict the reaction product. The product is: [CH2:1]([O:3][C:4]1[CH:13]=[C:12]2[C:7]([CH:8]=[CH:9][C:10]([C:14]3[N:18]4[CH:19]=[C:20]([C@@H:23]([N:28]5[CH2:32][CH2:31][C@H:30]([NH2:33])[CH2:29]5)[C:24]([F:26])([F:25])[F:27])[CH:21]=[CH:22][C:17]4=[N:16][N:15]=3)=[N:11]2)=[CH:6][C:5]=1[F:41])[CH3:2].